Predict the product of the given reaction. From a dataset of Forward reaction prediction with 1.9M reactions from USPTO patents (1976-2016). (1) Given the reactants [NH2:1][C:2]1[C:7]([CH:8]=O)=[CH:6][CH:5]=[CH:4][N:3]=1.[C:10]([O:18][CH2:19][CH3:20])(=[O:17])[CH2:11][C:12]([O:14]CC)=O.N1CCCCC1.C(O)(=O)C, predict the reaction product. The product is: [O:14]=[C:12]1[C:11]([C:10]([O:18][CH2:19][CH3:20])=[O:17])=[CH:8][C:7]2[C:2](=[N:3][CH:4]=[CH:5][CH:6]=2)[NH:1]1. (2) Given the reactants [C:1]1([S:7]([N:10]2[C:14]3=[N:15][CH:16]=[CH:17][CH:18]=[C:13]3[CH:12]=[C:11]2[CH:19]([C:21]2[CH:26]=[CH:25][C:24]([S:27][CH3:28])=[C:23]([C:29]([F:32])([F:31])[F:30])[CH:22]=2)[OH:20])(=[O:9])=[O:8])[CH:6]=[CH:5][CH:4]=[CH:3][CH:2]=1.CC(OI1(OC(C)=O)(OC(C)=O)OC(=O)C2C=CC=CC1=2)=O, predict the reaction product. The product is: [C:1]1([S:7]([N:10]2[C:14]3=[N:15][CH:16]=[CH:17][CH:18]=[C:13]3[CH:12]=[C:11]2[C:19]([C:21]2[CH:26]=[CH:25][C:24]([S:27][CH3:28])=[C:23]([C:29]([F:30])([F:32])[F:31])[CH:22]=2)=[O:20])(=[O:9])=[O:8])[CH:6]=[CH:5][CH:4]=[CH:3][CH:2]=1. (3) Given the reactants [Br:1][C:2]1[CH:7]=[CH:6][C:5]([OH:8])=[C:4]([CH2:9][C:10]2[CH:15]=[CH:14][C:13]([F:16])=[CH:12][CH:11]=2)[CH:3]=1.C(N(C(C)C)C(C)C)C.Cl[CH2:27][O:28][CH3:29].O, predict the reaction product. The product is: [Br:1][C:2]1[CH:7]=[CH:6][C:5]([O:8][CH2:27][O:28][CH3:29])=[C:4]([CH2:9][C:10]2[CH:15]=[CH:14][C:13]([F:16])=[CH:12][CH:11]=2)[CH:3]=1. (4) Given the reactants [Cl:1][C:2]1[CH:10]=[CH:9][C:8]([NH:11][C:12](=[O:20])[C:13]2[CH:18]=[CH:17][CH:16]=[C:15]([Cl:19])[CH:14]=2)=[CH:7][C:3]=1[C:4]([OH:6])=O.ClC1N=C(OC)N=C(OC)N=1.CN1CCOCC1.C(OC([N:46]1[CH2:51][CH2:50][CH:49]([S:52]([C:55]2[CH:60]=[CH:59][C:58]([NH:61][C:62]3[N:67]=[CH:66][C:65]([NH2:68])=[CH:64][N:63]=3)=[CH:57][CH:56]=2)(=[O:54])=[O:53])[CH2:48][CH2:47]1)=O)(C)(C)C.C(O)(C(F)(F)F)=O, predict the reaction product. The product is: [Cl:1][C:2]1[CH:10]=[CH:9][C:8]([NH:11][C:12](=[O:20])[C:13]2[CH:18]=[CH:17][CH:16]=[C:15]([Cl:19])[CH:14]=2)=[CH:7][C:3]=1[C:4]([NH:68][C:65]1[CH:66]=[N:67][C:62]([NH:61][C:58]2[CH:59]=[CH:60][C:55]([S:52]([CH:49]3[CH2:50][CH2:51][NH:46][CH2:47][CH2:48]3)(=[O:53])=[O:54])=[CH:56][CH:57]=2)=[N:63][CH:64]=1)=[O:6]. (5) Given the reactants Br[C:2]1[C:3]([N:14]2[CH2:19][CH2:18][CH2:17][CH2:16][CH2:15]2)=[CH:4][C:5]([O:12][CH3:13])=[C:6]([CH:11]=1)[C:7]([O:9][CH3:10])=[O:8].[CH:20]1(B(O)O)[CH2:22][CH2:21]1, predict the reaction product. The product is: [CH:20]1([C:2]2[C:3]([N:14]3[CH2:19][CH2:18][CH2:17][CH2:16][CH2:15]3)=[CH:4][C:5]([O:12][CH3:13])=[C:6]([CH:11]=2)[C:7]([O:9][CH3:10])=[O:8])[CH2:22][CH2:21]1.